From a dataset of Full USPTO retrosynthesis dataset with 1.9M reactions from patents (1976-2016). Predict the reactants needed to synthesize the given product. (1) The reactants are: C(OC([C:8]1([S:14]([C:17]2[CH:26]=[CH:25][C:20]3[N:21]=[C:22](Br)[S:23][C:19]=3[CH:18]=2)(=[O:16])=[O:15])[CH2:13][CH2:12][O:11][CH2:10][CH2:9]1)=O)(C)(C)C.[ClH:27].[CH2:28]([C:32]1[S:36][C:35]([C:37]([CH:39]2[CH2:44][CH2:43][NH:42][CH2:41][CH2:40]2)=[O:38])=[CH:34][CH:33]=1)[CH2:29][CH2:30][CH3:31].C(=O)([O-])[O-:46].[K+].[K+].C[N:52](C)[CH:53]=[O:54]. Given the product [ClH:27].[CH2:28]([C:32]1[S:36][C:35]([C:37]([CH:39]2[CH2:44][CH2:43][N:42]([C:22]3[S:23][C:19]4[CH:18]=[C:17]([S:14]([C:8]5([C:53]([NH:52][OH:46])=[O:54])[CH2:9][CH2:10][O:11][CH2:12][CH2:13]5)(=[O:16])=[O:15])[CH:26]=[CH:25][C:20]=4[N:21]=3)[CH2:41][CH2:40]2)=[O:38])=[CH:34][CH:33]=1)[CH2:29][CH2:30][CH3:31], predict the reactants needed to synthesize it. (2) Given the product [C:1]([C:3]1[CH:4]=[C:5]2[C:9](=[CH:10][CH:11]=1)[NH:8][C:7]([C:24](=[O:29])[C:25]([O:27][CH3:28])=[O:26])=[CH:6]2)#[N:2], predict the reactants needed to synthesize it. The reactants are: [C:1]([C:3]1[CH:4]=[C:5]2[C:9](=[CH:10][CH:11]=1)[N:8](C(OC(C)(C)C)=O)[CH:7]=[CH:6]2)#[N:2].[Li]C(C)(C)C.[C:24](OC)(=[O:29])[C:25]([O:27][CH3:28])=[O:26].CO. (3) Given the product [NH2:1][C:2]1[N:10]=[C:9]2[C:5]([NH:6][CH:7]=[N:8]2)=[C:4]([NH:17][CH2:16][C:15]2[CH:18]=[CH:19][CH:20]=[C:13]([Cl:12])[CH:14]=2)[N:3]=1, predict the reactants needed to synthesize it. The reactants are: [NH2:1][C:2]1[N:10]=[C:9]2[C:5]([NH:6][CH:7]=[N:8]2)=[C:4](Cl)[N:3]=1.[Cl:12][C:13]1[CH:14]=[C:15]([CH:18]=[CH:19][CH:20]=1)[CH2:16][NH2:17].C(N(CC)CC)C. (4) Given the product [F:1][C:2]1[C:7]([F:8])=[CH:6][CH:5]=[CH:4][C:3]=1[C:9]1[N:34]=[C:12]2[CH:13]=[N:14][N:15]([CH2:17][C:18]3[O:22][N:21]=[C:20]([C:23]4[CH:28]=[CH:27][C:26]([O:29][CH2:36][CH:37]5[CH2:42][CH2:41][O:40][CH2:39][CH2:38]5)=[CH:25][C:24]=4[C:30]([F:32])([F:33])[F:31])[CH:19]=3)[CH:16]=[C:11]2[N:10]=1, predict the reactants needed to synthesize it. The reactants are: [F:1][C:2]1[C:7]([F:8])=[CH:6][CH:5]=[CH:4][C:3]=1[C:9]1[N:34]=[C:12]2[CH:13]=[N:14][N:15]([CH2:17][C:18]3[O:22][N:21]=[C:20]([C:23]4[CH:28]=[CH:27][C:26]([OH:29])=[CH:25][C:24]=4[C:30]([F:33])([F:32])[F:31])[CH:19]=3)[CH:16]=[C:11]2[N:10]=1.Br[CH2:36][CH:37]1[CH2:42][CH2:41][O:40][CH2:39][CH2:38]1. (5) Given the product [CH3:1][C:2]1([CH3:16])[C:10]2[C:5](=[CH:6][C:7]([C:11]([NH:13][NH:14][C:28](=[O:29])[C:26]([O:35][CH2:22][CH3:23])=[O:27])=[O:12])=[CH:8][CH:9]=2)[NH:4][C:3]1=[O:15], predict the reactants needed to synthesize it. The reactants are: [CH3:1][C:2]1([CH3:16])[C:10]2[C:5](=[CH:6][C:7]([C:11]([NH:13][NH2:14])=[O:12])=[CH:8][CH:9]=2)[NH:4][C:3]1=[O:15].C(N([CH2:22][CH3:23])CC)C.CC[C:26]([C:28](Cl)=[O:29])=[O:27].CN(C=[O:35])C.ClCCl. (6) Given the product [F:8][C:7]1[C:2]([N:12]2[CH2:17][CH2:16][CH2:15][CH2:14][CH2:13]2)=[C:3]2[CH:11]=[CH:10][NH:9][C:4]2=[N:5][CH:6]=1, predict the reactants needed to synthesize it. The reactants are: Cl[C:2]1[C:7]([F:8])=[CH:6][N:5]=[C:4]2[NH:9][CH:10]=[CH:11][C:3]=12.[NH:12]1[CH2:17][CH2:16][CH2:15][CH2:14][CH2:13]1. (7) Given the product [C:22]([NH:26][S:27]([C:30]1[S:31][C:32]([C:2]2[CH:7]=[CH:6][CH:5]=[C:4]([C:8]3[N:9]=[C:10]([CH3:21])[CH:11]=[C:12]([C:14]4[CH:19]=[CH:18][C:17]([Cl:20])=[CH:16][CH:15]=4)[N:13]=3)[CH:3]=2)=[CH:33][CH:34]=1)(=[O:28])=[O:29])([CH3:25])([CH3:23])[CH3:24], predict the reactants needed to synthesize it. The reactants are: Br[C:2]1[CH:3]=[C:4]([C:8]2[N:13]=[C:12]([C:14]3[CH:19]=[CH:18][C:17]([Cl:20])=[CH:16][CH:15]=3)[CH:11]=[C:10]([CH3:21])[N:9]=2)[CH:5]=[CH:6][CH:7]=1.[C:22]([NH:26][S:27]([C:30]1[S:31][C:32](B2OC(C)(C)C(C)(C)O2)=[CH:33][CH:34]=1)(=[O:29])=[O:28])([CH3:25])([CH3:24])[CH3:23]. (8) Given the product [CH2:13]([O:14][C:15]([C:16]1[N:8]([CH2:7][C:6]2[CH:5]=[CH:4][C:3]([O:2][CH3:1])=[CH:12][CH:11]=2)[N:9]=[N:10][C:17]=1[CH3:18])=[O:19])[CH3:20], predict the reactants needed to synthesize it. The reactants are: [CH3:1][O:2][C:3]1[CH:12]=[CH:11][C:6]([CH2:7][N:8]=[N+:9]=[N-:10])=[CH:5][CH:4]=1.[CH3:13][O:14][C:15](=[O:19])[C:16]#[C:17][CH3:18].[C:20]1(C)C=CC=CC=1.